Predict the reaction yield, written as a fraction of the theoretical maximum amount of product (1.0 means a 100% yield; for example, 0.34 means a 34% yield). From a dataset of Reaction yield outcomes from USPTO patents with 853,638 reactions. (1) The reactants are [N+:1]([O-:4])([OH:3])=O.[N+:5]([C:8]1[N:9]=[CH:10][NH:11][CH:12]=1)([O-:7])=[O:6]. The catalyst is C(O)(=O)C.C(OC(=O)C)(=O)C. The product is [N+:1]([N:11]1[CH:12]=[C:8]([N+:5]([O-:7])=[O:6])[N:9]=[CH:10]1)([O-:4])=[O:3]. The yield is 0.521. (2) The yield is 0.750. The catalyst is C(Cl)Cl.C(OCC)(=O)C. The reactants are CCOCC.[H-].[Al+3].[Li+].[H-].[H-].[H-].[N:12]1[CH:17]=[CH:16][C:15]([CH:18]([CH3:23])[CH2:19][C:20]([NH2:22])=O)=[CH:14][CH:13]=1.[OH-].[Na+]. The product is [N:12]1[CH:17]=[CH:16][C:15]([CH:18]([CH3:23])[CH2:19][CH2:20][NH2:22])=[CH:14][CH:13]=1. (3) The reactants are [C:1]([C:5]1[CH:6]=[C:7]([CH:42]=[C:43]([C:45]([O:47][CH3:48])=[O:46])[CH:44]=1)[CH2:8][C:9]1([CH2:19][CH2:20][CH2:21][S:22][C:23]([C:36]2[CH:41]=[CH:40][CH:39]=[CH:38][CH:37]=2)([C:30]2[CH:35]=[CH:34][CH:33]=[CH:32][CH:31]=2)[C:24]2[CH:29]=[CH:28][CH:27]=[CH:26][CH:25]=2)[C:14](=[O:15])[O:13]C(C)(C)[O:11][C:10]1=[O:18])([CH3:4])([CH3:3])[CH3:2].[OH-].[Na+]. The catalyst is O1CCOCC1.O. The product is [C:1]([C:5]1[CH:6]=[C:7]([CH:42]=[C:43]([C:45]([O:47][CH3:48])=[O:46])[CH:44]=1)[CH2:8][C:9]([CH2:19][CH2:20][CH2:21][S:22][C:23]([C:36]1[CH:41]=[CH:40][CH:39]=[CH:38][CH:37]=1)([C:30]1[CH:31]=[CH:32][CH:33]=[CH:34][CH:35]=1)[C:24]1[CH:25]=[CH:26][CH:27]=[CH:28][CH:29]=1)([C:10]([OH:18])=[O:11])[C:14]([OH:15])=[O:13])([CH3:4])([CH3:2])[CH3:3]. The yield is 0.900. (4) The reactants are [Cl:1][C:2]1[CH:10]=[C:9]2[C:5](/[C:6](=[CH:12]/[CH:13]([CH3:15])[CH3:14])/[C:7](=[O:11])[NH:8]2)=[CH:4][CH:3]=1.[Cl:16][C:17]1[CH:18]=[C:19]([CH:23]=[N:24][C:25]([O:27][Si](C)(C)C)=[CH2:26])[CH:20]=[CH:21][CH:22]=1. The catalyst is C1(C)C=CC=CC=1. The product is [Cl:1][C:2]1[CH:10]=[C:9]2[NH:8][C:7](=[O:11])[C:6]3([CH:12]([CH:13]([CH3:14])[CH3:15])[CH2:27][C:25](=[O:26])[NH:24][CH:23]3[C:19]3[CH:20]=[CH:21][CH:22]=[C:17]([Cl:16])[CH:18]=3)[C:5]2=[CH:4][CH:3]=1. The yield is 0.560. (5) The reactants are [I:1][C:2]1[CH:3]=[C:4]([C:7]([O:9][CH3:10])=[O:8])[NH:5][CH:6]=1.C(N(CC)CC)C.[C:18]1([CH3:30])[CH:23]=[CH:22][C:21]([C:24]([S:26](Cl)(=[O:28])=[O:27])=[O:25])=[CH:20][CH:19]=1. The catalyst is ClCCl. The product is [I:1][C:2]1[CH:3]=[C:4]([C:7]([O:9][CH3:10])=[O:8])[N:5]([S:26]([C:24]([C:21]2[CH:22]=[CH:23][C:18]([CH3:30])=[CH:19][CH:20]=2)=[O:25])(=[O:28])=[O:27])[CH:6]=1. The yield is 0.620. (6) The reactants are Cl[C:2]1[CH:3]=[C:4]([NH:20][C:21]2[CH:26]=[CH:25][C:24]([C:27](=[O:32])[NH:28][CH:29]3[CH2:31][CH2:30]3)=[CH:23][CH:22]=2)[C:5]2[N:6]([C:8]([C:11]([NH:13][C:14]3[CH:19]=[CH:18][N:17]=[CH:16][CH:15]=3)=[O:12])=[CH:9][N:10]=2)[N:7]=1.[C@H:33]1([NH2:40])[CH2:38][CH2:37][C@H:36]([NH2:39])[CH2:35][CH2:34]1.C(O)(C(F)(F)F)=O. No catalyst specified. The product is [NH2:39][C@H:36]1[CH2:37][CH2:38][C@H:33]([NH:40][C:2]2[CH:3]=[C:4]([NH:20][C:21]3[CH:26]=[CH:25][C:24]([C:27](=[O:32])[NH:28][CH:29]4[CH2:31][CH2:30]4)=[CH:23][CH:22]=3)[C:5]3[N:6]([C:8]([C:11]([NH:13][C:14]4[CH:19]=[CH:18][N:17]=[CH:16][CH:15]=4)=[O:12])=[CH:9][N:10]=3)[N:7]=2)[CH2:34][CH2:35]1. The yield is 0.260. (7) The yield is 0.970. The catalyst is CC(N(C)C)=O.C([O-])(=O)C(C)(C)C.[Pd+2].C([O-])(=O)C(C)(C)C.FC1C=CC(P(C2C=CC(F)=CC=2)C2C=CC(F)=CC=2)=CC=1. The reactants are C(O)(=O)C(C)(C)C.C(=O)([O-])[O-].[K+].[K+].Br[C:15]1[CH:33]=[CH:32][C:31]([Cl:34])=[CH:30][C:16]=1[CH2:17][O:18][C:19]1[CH:28]=[CH:27][CH:26]=[C:25]2[C:20]=1[CH2:21][CH2:22][CH2:23][C:24]2=[O:29]. The product is [Cl:34][C:31]1[CH:32]=[CH:33][C:15]2[C:28]3[C:19](=[C:20]4[CH2:21][CH2:22][CH2:23][C:24](=[O:29])[C:25]4=[CH:26][CH:27]=3)[O:18][CH2:17][C:16]=2[CH:30]=1. (8) The reactants are CN(C=O)C.S(Cl)([Cl:8])=O.N1C=CC=CC=1.[CH2:16]([O:25][C:26]1[CH:27]=[C:28]([CH:31]=[C:32]([O:34][CH2:35][CH2:36][CH2:37][CH2:38][CH2:39][CH2:40][CH2:41][CH2:42][CH3:43])[CH:33]=1)[CH2:29]O)[CH2:17][CH2:18][CH2:19][CH2:20][CH2:21][CH2:22][CH2:23][CH3:24]. The catalyst is ClCCl. The product is [CH2:16]([O:25][C:26]1[CH:27]=[C:28]([CH:31]=[C:32]([O:34][CH2:35][CH2:36][CH2:37][CH2:38][CH2:39][CH2:40][CH2:41][CH2:42][CH3:43])[CH:33]=1)[CH2:29][Cl:8])[CH2:17][CH2:18][CH2:19][CH2:20][CH2:21][CH2:22][CH2:23][CH3:24]. The yield is 0.722. (9) The reactants are Cl/[C:2](=[N:21]\[OH:22])/[C:3]1[CH:4]=[CH:5][C:6]2[N:7]([C:9]([CH2:12][NH:13]C(=O)OC(C)(C)C)=[N:10][N:11]=2)[N:8]=1.[C:23]([CH:25]1[CH2:27][CH2:26]1)#[CH:24].C(=O)([O-])O.[K+]. The catalyst is CCOC(C)=O. The product is [CH:25]1([C:23]2[O:22][N:21]=[C:2]([C:3]3[CH:4]=[CH:5][C:6]4[N:7]([C:9]([CH2:12][NH2:13])=[N:10][N:11]=4)[N:8]=3)[CH:24]=2)[CH2:27][CH2:26]1. The yield is 0.230.